This data is from Peptide-MHC class I binding affinity with 185,985 pairs from IEDB/IMGT. The task is: Regression. Given a peptide amino acid sequence and an MHC pseudo amino acid sequence, predict their binding affinity value. This is MHC class I binding data. (1) The MHC is HLA-A31:01 with pseudo-sequence HLA-A31:01. The binding affinity (normalized) is 0.669. The peptide sequence is TLNHVLALK. (2) The peptide sequence is RLPAYAPLL. The MHC is HLA-C06:02 with pseudo-sequence HLA-C06:02. The binding affinity (normalized) is 0.419. (3) The peptide sequence is AAGLPAIFV. The MHC is HLA-B40:01 with pseudo-sequence HLA-B40:01. The binding affinity (normalized) is 0.0847. (4) The peptide sequence is ALIICNAII. The MHC is HLA-A02:01 with pseudo-sequence HLA-A02:01. The binding affinity (normalized) is 0.372. (5) The peptide sequence is GLADQLIHM. The MHC is HLA-A02:11 with pseudo-sequence HLA-A02:11. The binding affinity (normalized) is 1.00. (6) The peptide sequence is TTRAVNMEV. The MHC is HLA-B18:01 with pseudo-sequence HLA-B18:01. The binding affinity (normalized) is 0.0847.